This data is from Merck oncology drug combination screen with 23,052 pairs across 39 cell lines. The task is: Regression. Given two drug SMILES strings and cell line genomic features, predict the synergy score measuring deviation from expected non-interaction effect. (1) Drug 1: CCN(CC)CCNC(=O)c1c(C)[nH]c(C=C2C(=O)Nc3ccc(F)cc32)c1C. Drug 2: Cn1c(=O)n(-c2ccc(C(C)(C)C#N)cc2)c2c3cc(-c4cnc5ccccc5c4)ccc3ncc21. Cell line: RPMI7951. Synergy scores: synergy=13.4. (2) Drug 1: CS(=O)(=O)CCNCc1ccc(-c2ccc3ncnc(Nc4ccc(OCc5cccc(F)c5)c(Cl)c4)c3c2)o1. Drug 2: CC1(c2nc3c(C(N)=O)cccc3[nH]2)CCCN1. Cell line: T47D. Synergy scores: synergy=2.50.